This data is from Forward reaction prediction with 1.9M reactions from USPTO patents (1976-2016). The task is: Predict the product of the given reaction. Given the reactants [H-].[Na+].FC(F)(F)C(O)=O.Cl[C:11]1[CH:12]=[C:13]([CH3:21])[C:14]2[N:15]([C:17]([NH2:20])=[N:18][N:19]=2)[N:16]=1.[CH3:22][CH2:23][CH:24]([OH:27])[CH2:25][CH3:26], predict the reaction product. The product is: [CH2:23]([CH:24]([O:27][C:11]1[CH:12]=[C:13]([CH3:21])[C:14]2[N:15]([C:17]([NH2:20])=[N:18][N:19]=2)[N:16]=1)[CH2:25][CH3:26])[CH3:22].